From a dataset of HIV replication inhibition screening data with 41,000+ compounds from the AIDS Antiviral Screen. Binary Classification. Given a drug SMILES string, predict its activity (active/inactive) in a high-throughput screening assay against a specified biological target. (1) The compound is COC(=O)C1CC2(CC=O)c3ccccc3N(S(=O)(=O)c3ccccc3)C2N1C(=O)OC. The result is 0 (inactive). (2) The molecule is COC(=O)C(C#N)=C(N)C(Cl)(Cl)Cl. The result is 0 (inactive). (3) The molecule is COC(=O)c1c[nH]cc1CCc1c[nH]cc1C(=O)OC. The result is 0 (inactive). (4) The molecule is CSC1=C(c2ccc(Cl)cc2)SC(N2CCCCC2)N1c1ccc([N+](=O)[O-])cc1. The result is 0 (inactive). (5) The molecule is Cc1cc(C)nc(NS(=O)(=O)c2ccc(NC(=O)c3cccc4c(N)c5ccccc5nc34)cc2)n1. The result is 0 (inactive). (6) The result is 0 (inactive). The compound is c1cc(C[N+]23CN4CN(CN(C4)C2)C3)cs1. (7) The molecule is Nc1ccc(S2(=O)=[O+][Ag-][n+]3cccnc3[NH2+]2)cc1. The result is 0 (inactive). (8) The compound is Cc1ccc(N(C)S(=O)(=O)c2ccccc2)cc1. The result is 0 (inactive). (9) The compound is COC1C(OC(=O)c2ccc(C)[nH]2)C(O)C(Oc2ccc3c(O)c(NC(=O)c4c[nH]c(C(=O)Nc5c(O)c6ccc(OC7OC(C)(C)C(OC)C(OC(=O)c8ccc(C)[nH]8)C7O)c(C)c6oc5=O)c4C)c(=O)oc3c2C)OC1(C)C. The result is 1 (active). (10) The compound is CSC1(C)CC2C(CC1N1CCOCC1)C2(C)C. The result is 0 (inactive).